From a dataset of Full USPTO retrosynthesis dataset with 1.9M reactions from patents (1976-2016). Predict the reactants needed to synthesize the given product. (1) Given the product [F:1][CH2:2][C@@:3]1([C:12]2[CH:17]=[CH:16][CH:15]=[CH:14][C:13]=2[F:18])[C@H:7]2[CH2:8][O:9][CH2:10][C@H:6]2[O:5][NH:4]1, predict the reactants needed to synthesize it. The reactants are: [F:1][CH2:2][C:3]1[C@H:7]2[CH2:8][O:9][CH2:10][C@H:6]2[O:5][N:4]=1.Br[C:12]1[CH:17]=[CH:16][CH:15]=[CH:14][C:13]=1[F:18]. (2) Given the product [CH:29]1([C:23]2([N:26]([CH3:28])[CH3:27])[CH2:24][CH2:25][C:17]3([CH2:16][NH:15][C:19](=[O:20])[CH2:18]3)[CH2:21][CH2:22]2)[CH2:33][CH2:32][CH2:31][CH2:30]1, predict the reactants needed to synthesize it. The reactants are: FC(F)(F)C(O)=O.C(OC([N:15]1[C:19](=[O:20])[CH2:18][C:17]2([CH2:25][CH2:24][C:23]([CH:29]3[CH2:33][CH2:32][CH2:31][CH2:30]3)([N:26]([CH3:28])[CH3:27])[CH2:22][CH2:21]2)[CH2:16]1)=O)(C)(C)C. (3) Given the product [Cl:1][C:2]1[N:7]=[C:6]([NH:17][C:16]2[CH:15]=[C:14]([F:13])[CH:20]=[C:19]([F:21])[CH:18]=2)[N:5]=[C:4]([NH:9][CH:10]([CH3:12])[CH3:11])[N:3]=1, predict the reactants needed to synthesize it. The reactants are: [Cl:1][C:2]1[N:7]=[C:6](Cl)[N:5]=[C:4]([NH:9][CH:10]([CH3:12])[CH3:11])[N:3]=1.[F:13][C:14]1[CH:15]=[C:16]([CH:18]=[C:19]([F:21])[CH:20]=1)[NH2:17].CC([O-])(C)C.[Na+]. (4) Given the product [Cl:1][C:2]1[C:3]([N+:11]([O-:13])=[O:12])=[C:4]([C:8]([N+:14]([O-:16])=[O:15])=[CH:9][CH:10]=1)[C:5]([OH:7])=[O:6], predict the reactants needed to synthesize it. The reactants are: [Cl:1][C:2]1[C:3]([N+:11]([O-:13])=[O:12])=[C:4]([CH:8]=[CH:9][CH:10]=1)[C:5]([OH:7])=[O:6].[N+:14]([O-])([OH:16])=[O:15].